This data is from Catalyst prediction with 721,799 reactions and 888 catalyst types from USPTO. The task is: Predict which catalyst facilitates the given reaction. (1) Reactant: [OH:1][C:2]1([CH2:8][O:9][C:10]2[CH:15]=[C:14]([CH3:16])[C:13]([C:17]3[C:22]([CH3:23])=[CH:21][CH:20]=[C:19]([C:24](OC)=[O:25])[CH:18]=3)=[C:12]([CH3:28])[CH:11]=2)[CH2:7][CH2:6][S:5][CH2:4][CH2:3]1.[H-].[Al+3].[Li+].[H-].[H-].[H-].O.O.O.O.O.O.O.O.O.O.S([O-])([O-])(=O)=O.[Na+].[Na+]. Product: [OH:25][CH2:24][C:19]1[CH:20]=[CH:21][C:22]([CH3:23])=[C:17]([C:13]2[C:12]([CH3:28])=[CH:11][C:10]([O:9][CH2:8][C:2]3([OH:1])[CH2:3][CH2:4][S:5][CH2:6][CH2:7]3)=[CH:15][C:14]=2[CH3:16])[CH:18]=1. The catalyst class is: 7. (2) Reactant: [BH4-].[Na+].[Cl-].[Ca+2].[Cl-].C([O:8][C:9](=O)[CH2:10][O:11][CH:12]1[CH2:17][CH2:16][N:15]([C:18]([O:20][CH2:21][C:22]2[CH:27]=[CH:26][CH:25]=[CH:24][CH:23]=2)=[O:19])[CH2:14][CH2:13]1)C.[Cl-].[NH4+]. Product: [OH:8][CH2:9][CH2:10][O:11][CH:12]1[CH2:17][CH2:16][N:15]([C:18]([O:20][CH2:21][C:22]2[CH:23]=[CH:24][CH:25]=[CH:26][CH:27]=2)=[O:19])[CH2:14][CH2:13]1. The catalyst class is: 219.